This data is from Full USPTO retrosynthesis dataset with 1.9M reactions from patents (1976-2016). The task is: Predict the reactants needed to synthesize the given product. (1) Given the product [OH:56][C:53]1[CH:54]=[CH:55][C:50]([CH2:49][NH:48][C:12]([C:7]2[S:8][C:9]([CH3:11])=[C:10]3[C:6]=2[CH2:5][C@H:4]2[C:2]([CH3:1])([CH3:15])[C@H:3]23)=[O:14])=[CH:51][C:52]=1[Cl:57], predict the reactants needed to synthesize it. The reactants are: [CH3:1][C:2]1([CH3:15])[C@@H:4]2[CH2:5][C:6]3[C:10]([C@H:3]12)=[C:9]([CH3:11])[S:8][C:7]=3[C:12]([OH:14])=O.CN(C(ON1N=NC2C=CC=CC1=2)=[N+](C)C)C.[B-](F)(F)(F)F.C(N(C(C)C)C(C)C)C.Cl.[NH2:48][CH2:49][C:50]1[CH:55]=[CH:54][C:53]([OH:56])=[C:52]([Cl:57])[CH:51]=1. (2) Given the product [CH2:7]([O:14][C:16]1[CH:24]=[CH:23][C:19]([C:20]([OH:22])=[O:21])=[CH:18][C:17]=1[C:25]([F:26])([F:28])[F:27])[C:8]1[CH:13]=[CH:12][CH:11]=[CH:10][CH:9]=1, predict the reactants needed to synthesize it. The reactants are: CC(C)([O-])C.[K+].[CH2:7]([OH:14])[C:8]1[CH:13]=[CH:12][CH:11]=[CH:10][CH:9]=1.F[C:16]1[CH:24]=[CH:23][C:19]([C:20]([OH:22])=[O:21])=[CH:18][C:17]=1[C:25]([F:28])([F:27])[F:26].Cl. (3) Given the product [Cl:59][C:54]1[C:53]([CH3:60])=[N:52][C:51]2[N:56]([N:57]=[C:49]3[CH2:48][N:47]([C:45]([C:39]4[CH:40]=[CH:41][C:42]([F:44])=[CH:43][C:38]=4[O:37][CH2:36][CH:35]([NH:34][CH3:31])[CH3:62])=[O:46])[CH2:61][C:50]3=2)[C:55]=1[CH3:58], predict the reactants needed to synthesize it. The reactants are: C1(P(C2C=CC=CC=2)CCCCP(C2C=CC=CC=2)C2C=CC=CC=2)C=CC=CC=1.[CH2:31]([N:34](C)[CH:35]([CH3:62])[CH2:36][O:37][C:38]1[CH:43]=[C:42]([F:44])[CH:41]=[CH:40][C:39]=1[C:45]([N:47]1[CH2:61][C:50]2=[C:51]3[N:56]([N:57]=[C:49]2[CH2:48]1)[C:55]([CH3:58])=[C:54]([Cl:59])[C:53]([CH3:60])=[N:52]3)=[O:46])C=C.SC1C=CC=CC=1C(O)=O. (4) The reactants are: [CH2:1]([S:3]([C:6]1[CH:11]=[CH:10][C:9]([C:12]2[C:17]([F:18])=[CH:16][CH:15]=[C:14](B(O)O)[CH:13]=2)=[CH:8][CH:7]=1)(=[O:5])=[O:4])[CH3:2].Cl[C:23]1[C:24]2[N:31]=[CH:30][N:29]([CH:32]([CH3:34])[CH3:33])[C:25]=2[N:26]=[N:27][CH:28]=1.P([O-])([O-])[O-].[K+].[K+].[K+].C1(P(C2CCCCC2)C2CCCCC2)CCCCC1. Given the product [CH2:1]([S:3]([C:6]1[CH:11]=[CH:10][C:9]([C:12]2[C:17]([F:18])=[CH:16][CH:15]=[C:14]([C:23]3[C:24]4[N:31]=[CH:30][N:29]([CH:32]([CH3:34])[CH3:33])[C:25]=4[N:26]=[N:27][CH:28]=3)[CH:13]=2)=[CH:8][CH:7]=1)(=[O:5])=[O:4])[CH3:2], predict the reactants needed to synthesize it. (5) Given the product [Cl:22][C@H:18]1[C@H:17]([CH2:23]/[CH:24]=[CH:25]\[CH2:26][CH2:27][CH2:28][C:29]([OH:31])=[O:30])[C@@H:16]([CH2:15][NH:6][C:7]2[CH:8]=[C:9]([Cl:14])[CH:10]=[C:11]([Cl:13])[CH:12]=2)[C@H:20]([OH:21])[CH2:19]1, predict the reactants needed to synthesize it. The reactants are: [OH-].[Li+].C([N:6]([CH2:15][C@H:16]1[C@H:20]([OH:21])[CH2:19][C@@H:18]([Cl:22])[C@@H:17]1[CH2:23]/[CH:24]=[CH:25]\[CH2:26][CH2:27][CH2:28][C:29]([OH:31])=[O:30])[C:7]1[CH:12]=[C:11]([Cl:13])[CH:10]=[C:9]([Cl:14])[CH:8]=1)(=O)C. (6) The reactants are: C(O[C:4](=[O:13])[C:5]1[CH:10]=[C:9]([NH2:11])[N:8]=[C:7]([NH2:12])[CH:6]=1)C.[CH3:14][NH2:15]. Given the product [NH2:11][C:9]1[CH:10]=[C:5]([CH:6]=[C:7]([NH2:12])[N:8]=1)[C:4]([NH:15][CH3:14])=[O:13], predict the reactants needed to synthesize it. (7) Given the product [C:30]1([C:60]2[CH:65]=[CH:64][CH:63]=[CH:62][CH:61]=2)[CH:35]=[CH:34][CH:33]=[C:32]([NH:36][C:37](=[O:59])[CH2:38][CH2:39][CH2:40][CH2:41][CH2:42][NH:43][C:44](=[O:58])[CH2:45][O:46][CH2:47][C:48]2[CH:49]=[CH:50][C:51]([C:52]([OH:54])=[O:53])=[CH:56][CH:57]=2)[CH:31]=1, predict the reactants needed to synthesize it. The reactants are: C1(C2C=CC=CC=2)C=CC=C(NC(=O)CCCCCNC(=O)CSCC(O)=O)C=1.[C:30]1([C:60]2[CH:65]=[CH:64][CH:63]=[CH:62][CH:61]=2)[CH:35]=[CH:34][CH:33]=[C:32]([NH:36][C:37](=[O:59])[CH2:38][CH2:39][CH2:40][CH2:41][CH2:42][NH:43][C:44](=[O:58])[CH2:45][O:46][CH2:47][C:48]2[CH:57]=[CH:56][C:51]([C:52]([O:54]C)=[O:53])=[CH:50][CH:49]=2)[CH:31]=1.